This data is from Forward reaction prediction with 1.9M reactions from USPTO patents (1976-2016). The task is: Predict the product of the given reaction. (1) Given the reactants CC([O-])=O.[K+].[C:6]([CH2:8][C:9]([O:11][CH2:12][CH:13]=[CH2:14])=[O:10])#[N:7].[Cl:15][C:16]([Cl:20])([Cl:19])[C:17]#[N:18].O, predict the reaction product. The product is: [NH2:18][C:17]([C:16]([Cl:20])([Cl:19])[Cl:15])=[C:8]([C:6]#[N:7])[C:9]([O:11][CH2:12][CH:13]=[CH2:14])=[O:10]. (2) Given the reactants [OH:1][C:2]1[CH:7]=[CH:6][CH:5]=[CH:4][C:3]=1[C:8]1[N:13]=[C:12]([CH3:14])[C:11]([CH:15]([CH2:20][CH2:21][CH3:22])[C:16]([O:18]C)=[O:17])=[C:10]([C:23]2[CH:28]=[CH:27][C:26]([CH3:29])=[CH:25][CH:24]=2)[N:9]=1.[OH-].[Na+], predict the reaction product. The product is: [OH:1][C:2]1[CH:7]=[CH:6][CH:5]=[CH:4][C:3]=1[C:8]1[N:13]=[C:12]([CH3:14])[C:11]([CH:15]([CH2:20][CH2:21][CH3:22])[C:16]([OH:18])=[O:17])=[C:10]([C:23]2[CH:24]=[CH:25][C:26]([CH3:29])=[CH:27][CH:28]=2)[N:9]=1. (3) Given the reactants [F:1][C:2]1[CH:3]=[C:4]([CH:20]=[CH:21][C:22]=1[NH:23][C:24]([NH:26][C:27]1[CH:32]=[C:31]([CH3:33])[CH:30]=[CH:29][C:28]=1[F:34])=[O:25])[O:5][C:6]1[CH:11]=[CH:10][N:9]=[C:8]([C:12]2[NH:16][CH:15]=[C:14]([C:17](O)=[O:18])[CH:13]=2)[CH:7]=1.CN(C(ON1N=NC2C=CC=NC1=2)=[N+](C)C)C.F[P-](F)(F)(F)(F)F.C(N(CC)C(C)C)(C)C.Cl.[CH3:69][O:70][C:71](=[O:80])[C@H:72]([CH2:74][CH2:75][C:76]([O:78][CH3:79])=[O:77])[NH2:73].Cl, predict the reaction product. The product is: [F:1][C:2]1[CH:3]=[C:4]([CH:20]=[CH:21][C:22]=1[NH:23][C:24]([NH:26][C:27]1[CH:32]=[C:31]([CH3:33])[CH:30]=[CH:29][C:28]=1[F:34])=[O:25])[O:5][C:6]1[CH:11]=[CH:10][N:9]=[C:8]([C:12]2[NH:16][CH:15]=[C:14]([C:17]([NH:73][CH:72]([CH2:74][CH2:75][C:76]([O:78][CH3:79])=[O:77])[C:71]([O:70][CH3:69])=[O:80])=[O:18])[CH:13]=2)[CH:7]=1.